From a dataset of Reaction yield outcomes from USPTO patents with 853,638 reactions. Predict the reaction yield, written as a fraction of the theoretical maximum amount of product (1.0 means a 100% yield; for example, 0.34 means a 34% yield). (1) The reactants are [Cl:1][CH2:2][CH2:3][C:4]1[CH:9]=[CH:8][C:7]([NH:10][C:11](=[O:13])[CH3:12])=[C:6]([CH3:14])[CH:5]=1.I[CH2:16][CH2:17][CH3:18]. No catalyst specified. The product is [Cl:1][CH2:2][CH2:3][C:4]1[CH:9]=[CH:8][C:7]([N:10]([CH2:16][CH2:17][CH3:18])[C:11](=[O:13])[CH3:12])=[C:6]([CH3:14])[CH:5]=1. The yield is 0.900. (2) The reactants are [Br:1][CH2:2][C:3]1[CH:8]=[CH:7][C:6]([O:9][CH3:10])=[CH:5][C:4]=1[CH3:11].[C:12]1([P:18]([C:25]2[CH:30]=[CH:29][CH:28]=[CH:27][CH:26]=2)[C:19]2[CH:24]=[CH:23][CH:22]=[CH:21][CH:20]=2)[CH:17]=[CH:16][CH:15]=[CH:14][CH:13]=1. The catalyst is C1(C)C=CC=CC=1. The product is [Br-:1].[CH3:10][O:9][C:6]1[CH:7]=[CH:8][C:3]([CH2:2][P+:18]([C:19]2[CH:20]=[CH:21][CH:22]=[CH:23][CH:24]=2)([C:25]2[CH:30]=[CH:29][CH:28]=[CH:27][CH:26]=2)[C:12]2[CH:13]=[CH:14][CH:15]=[CH:16][CH:17]=2)=[C:4]([CH3:11])[CH:5]=1. The yield is 0.650. (3) The reactants are Cl[C:2]1[C:11]([CH2:12]O)=[CH:10][C:9]2[C:4](=[C:5]([CH3:14])[CH:6]=[CH:7][CH:8]=2)[N:3]=1.[CH3:15][O:16][C:17]1[CH:22]=[CH:21][CH:20]=[CH:19][C:18]=1B(O)O.[O-]P([O-])([O-])=O.[K+].[K+].[K+].P(Br)(Br)Br.C([O-])([O-])=O.[K+].[K+].[SH:44][C:45]1[N:53]=[CH:52][N:51]=[C:50]2[C:46]=1[NH:47][CH:48]=[N:49]2. The catalyst is COCCOC.O.CCOC(C)=O.C(Cl)Cl.CN(C=O)C.C(Cl)Cl.C(OCC)C.C1C=CC([P]([Pd]([P](C2C=CC=CC=2)(C2C=CC=CC=2)C2C=CC=CC=2)([P](C2C=CC=CC=2)(C2C=CC=CC=2)C2C=CC=CC=2)[P](C2C=CC=CC=2)(C2C=CC=CC=2)C2C=CC=CC=2)(C2C=CC=CC=2)C2C=CC=CC=2)=CC=1. The product is [CH3:15][O:16][C:17]1[CH:22]=[CH:21][CH:20]=[CH:19][C:18]=1[C:2]1[C:11]([CH2:12][S:44][C:45]2[N:53]=[CH:52][N:51]=[C:50]3[C:46]=2[NH:47][CH:48]=[N:49]3)=[CH:10][C:9]2[C:4](=[C:5]([CH3:14])[CH:6]=[CH:7][CH:8]=2)[N:3]=1. The yield is 0.220. (4) The reactants are [CH3:1][O:2][C:3]1[C:12]2[C:7](=[CH:8][CH:9]=[C:10]([O:13][CH3:14])[CH:11]=2)[C:6](=O)[NH:5][CH:4]=1.O=P(Cl)(Cl)[Cl:18]. No catalyst specified. The product is [Cl:18][C:6]1[C:7]2[C:12](=[CH:11][C:10]([O:13][CH3:14])=[CH:9][CH:8]=2)[C:3]([O:2][CH3:1])=[CH:4][N:5]=1. The yield is 0.275. (5) The reactants are Cl.[CH3:2][O:3][C:4](=[O:18])/[CH:5]=[CH:6]/[C:7]1[CH:12]=[CH:11][C:10]([C@@H:13]2[CH2:17][CH2:16][CH2:15][NH:14]2)=[CH:9][CH:8]=1.C(N(CC)CC)C.Cl.C(N=C=NCCCN(C)C)C.ON1C2C=CC=CC=2N=N1.[CH3:48][C:49]1[NH:50][C:51]2[C:56]([C:57]=1[CH2:58][C:59](O)=[O:60])=[CH:55][CH:54]=[CH:53][CH:52]=2. The catalyst is CN(C)C=O.ClCCl. The product is [CH3:2][O:3][C:4](=[O:18])/[CH:5]=[CH:6]/[C:7]1[CH:12]=[CH:11][C:10]([C@@H:13]2[CH2:17][CH2:16][CH2:15][N:14]2[C:59](=[O:60])[CH2:58][C:57]2[C:56]3[C:51](=[CH:52][CH:53]=[CH:54][CH:55]=3)[NH:50][C:49]=2[CH3:48])=[CH:9][CH:8]=1. The yield is 0.930. (6) The reactants are [C:1]([O:5][C:6]([NH:8][CH2:9][CH2:10][CH2:11][N:12]1[C:20]2[C:15](=[CH:16][CH:17]=[CH:18][CH:19]=2)[CH:14]=[C:13]1[C:21]([C:23]1[CH:24]=[C:25]2[C:29](=[CH:30][CH:31]=1)[NH:28][C:27]([C:32]([O:34]CC)=[O:33])=[C:26]2N)=[O:22])=[O:7])([CH3:4])([CH3:3])[CH3:2].[Li+].[OH-].Cl. The catalyst is O1CCOCC1.O. The product is [C:1]([O:5][C:6]([NH:8][CH2:9][CH2:10][CH2:11][N:12]1[C:20]2[C:15](=[CH:16][CH:17]=[CH:18][CH:19]=2)[CH:14]=[C:13]1[C:21]([C:23]1[CH:24]=[C:25]2[C:29](=[CH:30][CH:31]=1)[NH:28][C:27]([C:32]([OH:34])=[O:33])=[CH:26]2)=[O:22])=[O:7])([CH3:4])([CH3:2])[CH3:3]. The yield is 0.920. (7) The reactants are Br[C:2]1[C:7](=[O:8])[N:6]([CH2:9][C:10]2[CH:15]=[CH:14][C:13]([C:16]3[C:17]([C:22]#[N:23])=[CH:18][CH:19]=[CH:20][CH:21]=3)=[CH:12][CH:11]=2)[C:5]([CH2:24][CH2:25][CH3:26])=[N:4][C:3]=1[CH2:27][CH3:28].[CH3:29][O:30][C:31]1[CH:32]=[C:33]([OH:37])[CH:34]=[CH:35][CH:36]=1.[OH-].[K+].CS(C)=O. The catalyst is C(OCC)(=O)C. The product is [CH2:27]([C:3]1[N:4]=[C:5]([CH2:24][CH2:25][CH3:26])[N:6]([CH2:9][C:10]2[CH:15]=[CH:14][C:13]([C:16]3[C:17]([C:22]#[N:23])=[CH:18][CH:19]=[CH:20][CH:21]=3)=[CH:12][CH:11]=2)[C:7](=[O:8])[C:2]=1[O:37][C:33]1[CH:34]=[CH:35][CH:36]=[C:31]([O:30][CH3:29])[CH:32]=1)[CH3:28]. The yield is 0.510.